From a dataset of NCI-60 drug combinations with 297,098 pairs across 59 cell lines. Regression. Given two drug SMILES strings and cell line genomic features, predict the synergy score measuring deviation from expected non-interaction effect. (1) Synergy scores: CSS=47.8, Synergy_ZIP=1.21, Synergy_Bliss=0.0529, Synergy_Loewe=-52.8, Synergy_HSA=1.15. Drug 1: CC1=C(N=C(N=C1N)C(CC(=O)N)NCC(C(=O)N)N)C(=O)NC(C(C2=CN=CN2)OC3C(C(C(C(O3)CO)O)O)OC4C(C(C(C(O4)CO)O)OC(=O)N)O)C(=O)NC(C)C(C(C)C(=O)NC(C(C)O)C(=O)NCCC5=NC(=CS5)C6=NC(=CS6)C(=O)NCCC[S+](C)C)O. Drug 2: CN(C(=O)NC(C=O)C(C(C(CO)O)O)O)N=O. Cell line: SF-539. (2) Drug 1: CC1=C(C(CCC1)(C)C)C=CC(=CC=CC(=CC(=O)O)C)C. Drug 2: CC(C)CN1C=NC2=C1C3=CC=CC=C3N=C2N. Cell line: BT-549. Synergy scores: CSS=-1.69, Synergy_ZIP=1.89, Synergy_Bliss=-1.16, Synergy_Loewe=-2.42, Synergy_HSA=-3.92. (3) Drug 1: CC1C(C(=O)NC(C(=O)N2CCCC2C(=O)N(CC(=O)N(C(C(=O)O1)C(C)C)C)C)C(C)C)NC(=O)C3=C4C(=C(C=C3)C)OC5=C(C(=O)C(=C(C5=N4)C(=O)NC6C(OC(=O)C(N(C(=O)CN(C(=O)C7CCCN7C(=O)C(NC6=O)C(C)C)C)C)C(C)C)C)N)C. Drug 2: C(=O)(N)NO. Cell line: OVCAR-4. Synergy scores: CSS=5.18, Synergy_ZIP=1.55, Synergy_Bliss=1.57, Synergy_Loewe=5.02, Synergy_HSA=1.45.